Dataset: Forward reaction prediction with 1.9M reactions from USPTO patents (1976-2016). Task: Predict the product of the given reaction. (1) The product is: [CH2:1]([O:3][C:4](=[O:16])[CH2:5][CH:6]([C:8]1[CH:13]=[CH:12][C:11]([O:14][CH2:24][C:25]2[N:29]([C:30]3[C:35]([Cl:36])=[CH:34][CH:33]=[CH:32][C:31]=3[Cl:37])[N:28]=[CH:27][C:26]=2[CH:38]([CH3:40])[CH3:39])=[CH:10][C:9]=1[CH3:15])[CH3:7])[CH3:2]. Given the reactants [CH2:1]([O:3][C:4](=[O:16])[CH2:5][CH:6]([C:8]1[CH:13]=[CH:12][C:11]([OH:14])=[CH:10][C:9]=1[CH3:15])[CH3:7])[CH3:2].C(=O)([O-])[O-].[Cs+].[Cs+].Cl[CH2:24][C:25]1[N:29]([C:30]2[C:35]([Cl:36])=[CH:34][CH:33]=[CH:32][C:31]=2[Cl:37])[N:28]=[CH:27][C:26]=1[CH:38]([CH3:40])[CH3:39].Cl, predict the reaction product. (2) Given the reactants [Cl:1][C:2]1[C:10]2[CH2:9][O:8][C:7](=[O:11])[C:6]=2[CH:5]=[CH:4][C:3]=1[CH:12]=[CH2:13].C1C=C(Cl)C=C(C(OO)=[O:22])C=1, predict the reaction product. The product is: [Cl:1][C:2]1[C:10]2[CH2:9][O:8][C:7](=[O:11])[C:6]=2[CH:5]=[CH:4][C:3]=1[CH:12]1[CH2:13][O:22]1. (3) Given the reactants [CH:1]([C:4]1[S:5][C:6]([C:10](OCC)=[O:11])=[C:7]([CH3:9])[N:8]=1)([CH3:3])[CH3:2].[H-].[Al+3].[Li+].[H-].[H-].[H-].O.O.O.O.O.O.O.O.O.O.S([O-])([O-])(=O)=O.[Na+].[Na+], predict the reaction product. The product is: [CH:1]([C:4]1[S:5][C:6]([CH2:10][OH:11])=[C:7]([CH3:9])[N:8]=1)([CH3:3])[CH3:2]. (4) Given the reactants Br[CH2:2][C:3]1[CH:12]=[CH:11][C:6]([C:7]([O:9][CH3:10])=[O:8])=[CH:5][C:4]=1[F:13].[C-:14]#[N:15].[Na+], predict the reaction product. The product is: [C:14]([CH2:2][C:3]1[CH:12]=[CH:11][C:6]([C:7]([O:9][CH3:10])=[O:8])=[CH:5][C:4]=1[F:13])#[N:15].